This data is from Full USPTO retrosynthesis dataset with 1.9M reactions from patents (1976-2016). The task is: Predict the reactants needed to synthesize the given product. (1) Given the product [CH3:38][N:2]([CH3:1])[CH:3]1[CH2:4][CH2:5][N:6]([CH2:9][C:10]2[S:18][C:17]3[C:16]([N:19]4[CH2:20][CH2:21][O:22][CH2:23][CH2:24]4)=[N:15][C:14]([C:40]4[C:49]5[C:44](=[CH:45][CH:46]=[CH:47][CH:48]=5)[C:43](=[O:50])[NH:42][CH:41]=4)=[N:13][C:12]=3[CH:11]=2)[CH2:7][CH2:8]1, predict the reactants needed to synthesize it. The reactants are: [CH3:1][N:2]([CH3:38])[CH:3]1[CH2:8][CH2:7][N:6]([CH2:9][C:10]2[S:18][C:17]3[C:16]([N:19]4[CH2:24][CH2:23][O:22][CH2:21][CH2:20]4)=[N:15][C:14]([Sn](CCCC)(CCCC)CCCC)=[N:13][C:12]=3[CH:11]=2)[CH2:5][CH2:4]1.Br[C:40]1[C:49]2[C:44](=[CH:45][CH:46]=[CH:47][CH:48]=2)[C:43](=[O:50])[NH:42][CH:41]=1. (2) Given the product [CH:10]1([CH2:13][CH2:14][NH:15][C:16]([C:18]2[N:19]=[N:20][C:21]([N:24]3[CH2:29][CH2:28][N:27]([C:1](=[O:8])[C:2]4[CH:7]=[CH:6][CH:5]=[CH:4][CH:3]=4)[CH2:26][CH2:25]3)=[CH:22][CH:23]=2)=[O:17])[CH2:12][CH2:11]1, predict the reactants needed to synthesize it. The reactants are: [C:1](Cl)(=[O:8])[C:2]1[CH:7]=[CH:6][CH:5]=[CH:4][CH:3]=1.[CH:10]1([CH2:13][CH2:14][NH:15][C:16]([C:18]2[N:19]=[N:20][C:21]([N:24]3[CH2:29][CH2:28][NH:27][CH2:26][CH2:25]3)=[CH:22][CH:23]=2)=[O:17])[CH2:12][CH2:11]1. (3) Given the product [F:14][C:9]1[CH:10]=[N:11][CH:12]=[CH:13][C:8]=1[C:5]1[N:6]=[CH:7][C:2]([NH:26][CH:24]([CH3:25])[C:23]([F:28])([F:27])[F:22])=[N:3][C:4]=1[C:15]1[CH:16]=[N:17][CH:18]=[CH:19][CH:20]=1, predict the reactants needed to synthesize it. The reactants are: Cl[C:2]1[N:3]=[C:4]([C:15]2[CH:16]=[N:17][CH:18]=[CH:19][CH:20]=2)[C:5]([C:8]2[CH:13]=[CH:12][N:11]=[CH:10][C:9]=2[F:14])=[N:6][CH:7]=1.Cl.[F:22][C:23]([F:28])([F:27])[CH:24]([NH2:26])[CH3:25].C(=O)([O-])[O-].[Cs+].[Cs+].C1C=CC(P(C2C(C3C(P(C4C=CC=CC=4)C4C=CC=CC=4)=CC=C4C=3C=CC=C4)=C3C(C=CC=C3)=CC=2)C2C=CC=CC=2)=CC=1.